From a dataset of Forward reaction prediction with 1.9M reactions from USPTO patents (1976-2016). Predict the product of the given reaction. (1) Given the reactants [CH3:1][O:2][C:3](=[O:20])[CH:4]([C:13]1[CH:18]=[CH:17][C:16]([CH3:19])=[CH:15][CH:14]=1)[CH2:5]C(OC(C)(C)C)=O.[C:21]([OH:27])(C(F)(F)F)=[O:22].C1(P([N:42]=[N+]=[N-])(C2C=CC=CC=2)=O)C=CC=CC=1.C(N(CC)CC)C.[N-]=[N+]=[N-].[C:55]1([CH3:61])[CH:60]=CC=C[CH:56]=1, predict the reaction product. The product is: [CH3:1][O:2][C:3](=[O:20])[CH:4]([C:13]1[CH:14]=[CH:15][C:16]([CH3:19])=[CH:17][CH:18]=1)[CH2:5][NH:42][C:21]([O:27][C:55]([CH3:61])([CH3:60])[CH3:56])=[O:22]. (2) Given the reactants [C:1]([CH2:3][C:4]([N:6]1[CH2:11][CH2:10][CH:9]([CH2:12][NH:13][C:14]2[N:19]3[CH:20]=[CH:21][N:22]=[C:18]3[C:17]([C:23]([NH2:25])=[O:24])=[C:16]([NH:26][C:27]3[CH:32]=[C:31]([O:33][CH3:34])[CH:30]=[C:29]([O:35][CH3:36])[CH:28]=3)[N:15]=2)[CH2:8][CH2:7]1)=[O:5])#[N:2].[CH:37]1([CH:40]=O)[CH2:39][CH2:38]1.C(O)(=O)C.N1CCCCC1, predict the reaction product. The product is: [C:1]([C:3](=[CH:40][CH:37]1[CH2:39][CH2:38]1)[C:4]([N:6]1[CH2:7][CH2:8][CH:9]([CH2:12][NH:13][C:14]2[N:19]3[CH:20]=[CH:21][N:22]=[C:18]3[C:17]([C:23]([NH2:25])=[O:24])=[C:16]([NH:26][C:27]3[CH:28]=[C:29]([O:35][CH3:36])[CH:30]=[C:31]([O:33][CH3:34])[CH:32]=3)[N:15]=2)[CH2:10][CH2:11]1)=[O:5])#[N:2]. (3) Given the reactants [N:1]1([CH2:6][CH2:7][CH2:8][CH2:9][CH2:10][N:11]2C(=O)C3=CC=CC=C3C2=O)[CH2:5][CH2:4][CH2:3][CH2:2]1.NN, predict the reaction product. The product is: [N:1]1([CH2:6][CH2:7][CH2:8][CH2:9][CH2:10][NH2:11])[CH2:5][CH2:4][CH2:3][CH2:2]1. (4) Given the reactants [CH3:1][C:2]1[S:15][C:14]2[C:4](=[C:5]([N:16]3[CH2:21][CH2:20][NH:19][CH2:18][CH2:17]3)[NH:6][C:7]3[C:12]([N:13]=2)=[CH:11][CH:10]=[CH:9][CH:8]=3)[CH:3]=1.[OH-].[Na+].[CH3:24]I.O, predict the reaction product. The product is: [CH3:1][C:2]1[S:15][C:14]2[NH:13][C:12]3[CH:11]=[CH:10][CH:9]=[CH:8][C:7]=3[N:6]=[C:5]([N:16]3[CH2:21][CH2:20][N:19]([CH3:24])[CH2:18][CH2:17]3)[C:4]=2[CH:3]=1. (5) Given the reactants Cl[C:2]1[C:3]2[CH:10]=[CH:9][N:8]([CH2:11][CH2:12][O:13][CH3:14])[C:4]=2[N:5]=[CH:6][N:7]=1.[NH2:15][C:16]1[CH:17]=[C:18]([C:22]#[CH:23])[CH:19]=[CH:20][CH:21]=1, predict the reaction product. The product is: [C:22]([C:18]1[CH:17]=[C:16]([NH:15][C:2]2[C:3]3[CH:10]=[CH:9][N:8]([CH2:11][CH2:12][O:13][CH3:14])[C:4]=3[N:5]=[CH:6][N:7]=2)[CH:21]=[CH:20][CH:19]=1)#[CH:23]. (6) Given the reactants [CH3:1][O:2][C:3]1[CH:4]=[C:5]([NH:9][C:10](=[NH:20])[CH2:11][C:12](=[O:19])[C:13]2[CH:18]=[CH:17][CH:16]=[CH:15][CH:14]=2)[CH:6]=[CH:7][CH:8]=1.[C:21](OC)(=[O:24])[C:22]#[CH:23], predict the reaction product. The product is: [NH2:20][C:10]1[N:9]([C:5]2[CH:6]=[CH:7][CH:8]=[C:3]([O:2][CH3:1])[CH:4]=2)[C:21](=[O:24])[CH:22]=[CH:23][C:11]=1[C:12](=[O:19])[C:13]1[CH:14]=[CH:15][CH:16]=[CH:17][CH:18]=1.